Dataset: Forward reaction prediction with 1.9M reactions from USPTO patents (1976-2016). Task: Predict the product of the given reaction. Given the reactants [Li:1]CCCC.[CH:6]([NH:9][CH:10]([CH3:12])[CH3:11])([CH3:8])[CH3:7].CN(CCN(C)C)C.[Li+].CC([N-]C(C)C)C.[CH2:29]1[CH2:33][O:32][CH2:31][CH2:30]1, predict the reaction product. The product is: [Li+:1].[CH3:7][CH:6]([N-:9][CH:10]([CH3:12])[CH3:11])[CH3:8].[CH2:29]1[CH2:33][O:32][CH2:31][CH2:30]1.